This data is from Peptide-MHC class II binding affinity with 134,281 pairs from IEDB. The task is: Regression. Given a peptide amino acid sequence and an MHC pseudo amino acid sequence, predict their binding affinity value. This is MHC class II binding data. (1) The peptide sequence is YQVTYIVRGSGRVQV. The MHC is DRB1_1201 with pseudo-sequence DRB1_1201. The binding affinity (normalized) is 0.215. (2) The peptide sequence is KNFASVQGVSLESG. The MHC is DRB1_0101 with pseudo-sequence DRB1_0101. The binding affinity (normalized) is 0.493. (3) The peptide sequence is AGLLRLLFHDCFANG. The MHC is DRB1_0701 with pseudo-sequence DRB1_0701. The binding affinity (normalized) is 0.365. (4) The peptide sequence is KLSYGIATVREVLSD. The MHC is DRB1_0401 with pseudo-sequence DRB1_0401. The binding affinity (normalized) is 0.629. (5) The peptide sequence is FIFGEARSLYLNTEL. The MHC is DRB1_0405 with pseudo-sequence DRB1_0405. The binding affinity (normalized) is 0.527. (6) The peptide sequence is YHKFLANVSTVLTGK. The MHC is DRB3_0202 with pseudo-sequence DRB3_0202. The binding affinity (normalized) is 0.972. (7) The peptide sequence is AAIVVAGATATIGLG. The MHC is HLA-DQA10102-DQB10602 with pseudo-sequence HLA-DQA10102-DQB10602. The binding affinity (normalized) is 0.194. (8) The peptide sequence is DVCGMFTNRSGSQQWR. The MHC is HLA-DQA10501-DQB10201 with pseudo-sequence HLA-DQA10501-DQB10201. The binding affinity (normalized) is 0.